From a dataset of Full USPTO retrosynthesis dataset with 1.9M reactions from patents (1976-2016). Predict the reactants needed to synthesize the given product. (1) Given the product [CH3:1][O:2][C:3]1[CH:4]=[CH:5][C:6]([CH2:7][NH:8][C:9]2[CH:14]=[CH:13][C:12]([NH2:15])=[C:11]([S:18][CH2:19][C:20]3[CH:25]=[CH:24][C:23]([O:26][CH3:27])=[CH:22][CH:21]=3)[N:10]=2)=[CH:28][CH:29]=1, predict the reactants needed to synthesize it. The reactants are: [CH3:1][O:2][C:3]1[CH:29]=[CH:28][C:6]([CH2:7][NH:8][C:9]2[CH:14]=[CH:13][C:12]([N+:15]([O-])=O)=[C:11]([S:18][CH2:19][C:20]3[CH:25]=[CH:24][C:23]([O:26][CH3:27])=[CH:22][CH:21]=3)[N:10]=2)=[CH:5][CH:4]=1.[Cl-].[NH4+]. (2) Given the product [Cl:46][C:43]1[CH:42]=[CH:41][C:40]([CH2:39][O:38][C:35]2[CH:36]=[CH:37][N:32]([C:29]3[CH:30]=[CH:31][C:26]4[N:25]=[C:63]([CH:61]5[CH2:62][CH:60]5[CH3:59])[N:48]([CH3:49])[C:27]=4[CH:28]=3)[C:33](=[O:47])[CH:34]=2)=[CH:45][CH:44]=1, predict the reactants needed to synthesize it. The reactants are: CN(C(ON1N=NC2C=CC=NC1=2)=[N+](C)C)C.F[P-](F)(F)(F)(F)F.[NH2:25][C:26]1[CH:31]=[CH:30][C:29]([N:32]2[CH:37]=[CH:36][C:35]([O:38][CH2:39][C:40]3[CH:45]=[CH:44][C:43]([Cl:46])=[CH:42][CH:41]=3)=[CH:34][C:33]2=[O:47])=[CH:28][C:27]=1[NH:48][CH3:49].C(N(CC)C(C)C)(C)C.[CH3:59][CH:60]1[CH2:62][CH:61]1[C:63](O)=O. (3) Given the product [Cl:1][C:2]1[N:10]=[C:9]2[C:5]([N:6]=[CH:7][N:8]2[C@@H:11]2[CH2:15][C@H:14]([NH:16][C:17]([CH2:19][O:20][C:21](=[O:23])[CH3:22])=[O:18])[C@@H:13]([OH:24])[C@H:12]2[OH:25])=[C:4]([NH:26][C@H:27]([CH2:35][OH:36])[CH2:28][C:29]2[CH:34]=[CH:33][C:32]([OH:40])=[CH:31][CH:30]=2)[N:3]=1, predict the reactants needed to synthesize it. The reactants are: [Cl:1][C:2]1[N:10]=[C:9]2[C:5]([N:6]=[CH:7][N:8]2[C@@H:11]2[CH2:15][C@H:14]([NH:16][C:17]([CH2:19][O:20][C:21](=[O:23])[CH3:22])=[O:18])[C@@H:13]([OH:24])[C@H:12]2[OH:25])=[C:4]([NH:26][C@H:27]([CH2:35][OH:36])[CH2:28][C:29]2[CH:34]=[CH:33][CH:32]=[CH:31][CH:30]=2)[N:3]=1.N[C@@H](CC1C=CC=CC=1)C[OH:40]. (4) Given the product [Br:16][C:17]1[CH:22]=[CH:21][C:20]([CH2:23][CH2:24][NH:25][C:9](=[O:10])[O:11][C:12]([CH3:13])([CH3:14])[CH3:15])=[CH:19][CH:18]=1, predict the reactants needed to synthesize it. The reactants are: [C:9](O[C:9]([O:11][C:12]([CH3:15])([CH3:14])[CH3:13])=[O:10])([O:11][C:12]([CH3:15])([CH3:14])[CH3:13])=[O:10].[Br:16][C:17]1[CH:22]=[CH:21][C:20]([CH2:23][CH2:24][NH2:25])=[CH:19][CH:18]=1. (5) Given the product [CH3:33][S:34][C:35]1[CH:42]=[CH:41][C:38]([CH2:39][NH:15][CH2:16][C:17]2[CH:22]=[CH:21][C:20]([C:23]3[CH2:27][C:26]([C:29]([F:31])([F:32])[F:30])([OH:28])[O:25][N:24]=3)=[CH:19][CH:18]=2)=[CH:37][CH:36]=1, predict the reactants needed to synthesize it. The reactants are: C(O[BH-](OC(=O)C)OC(=O)C)(=O)C.[Na+].[NH2:15][CH2:16][C:17]1[CH:22]=[CH:21][C:20]([C:23]2[CH2:27][C:26]([C:29]([F:32])([F:31])[F:30])([OH:28])[O:25][N:24]=2)=[CH:19][CH:18]=1.[CH3:33][S:34][C:35]1[CH:42]=[CH:41][C:38]([CH:39]=O)=[CH:37][CH:36]=1. (6) Given the product [NH:16]1[CH2:17][CH2:18][CH2:13][CH2:14][CH2:15]1.[NH:31]1[CH:32]=[CH:33][CH:34]=[CH:35][CH:36]1[C:1]([O-:4])=[O:2], predict the reactants needed to synthesize it. The reactants are: [C:1]([O-:4])([O-])=[O:2].[Na+].[Na+].FC(F)(F)S(O[C:13]1[CH2:14][CH2:15][N:16](C(OC(C)(C)C)=O)[CH2:17][CH:18]=1)(=O)=O.C([NH:31][C:32]1[CH:33]=[C:34](B(O)O)[CH:35]=[CH:36]C=1)(=O)C. (7) Given the product [Br:1][C:2]1[CH:3]=[C:4]([C:8]([F:14])([F:13])[CH2:9][CH2:10][C:11]([OH:20])=[O:19])[CH:5]=[CH:6][CH:7]=1, predict the reactants needed to synthesize it. The reactants are: [Br:1][C:2]1[CH:3]=[C:4]([C:8]([F:14])([F:13])[CH2:9][CH2:10][C:11]#N)[CH:5]=[CH:6][CH:7]=1.C(O)CO.[OH2:19].[OH-:20].[K+].